Dataset: Full USPTO retrosynthesis dataset with 1.9M reactions from patents (1976-2016). Task: Predict the reactants needed to synthesize the given product. Given the product [OH:1][C:2]1[C:3]([C:26]([NH:28][CH2:29][C:30]([O:32][CH2:38][CH3:39])=[O:31])=[O:56])=[C:4]2[C:9](=[CH:10][CH:11]=1)[N:8]=[C:7]([NH:12][CH2:13][CH2:14][CH3:15])[C:6]([C:16]1[CH:17]=[CH:18][CH:19]=[CH:20][CH:21]=1)=[N:5]2, predict the reactants needed to synthesize it. The reactants are: [OH:1][C:2]1[CH:11]=[CH:10][C:9]2[N:8]=[C:7]([NH:12][CH2:13][CH2:14][CH3:15])[C:6]([C:16]3[CH:21]=[CH:20][CH:19]=[CH:18][CH:17]=3)=[N:5][C:4]=2[C:3]=1C(O)=O.Cl.[CH2:26]([NH:28][CH2:29][C:30]([OH:32])=[O:31])C.C(N([CH2:38][CH3:39])CC)C.C1CN([P+]([O:56]N2N=NC3C=CC=CC2=3)(N2CCCC2)N2CCCC2)CC1.F[P-](F)(F)(F)(F)F.